From a dataset of Catalyst prediction with 721,799 reactions and 888 catalyst types from USPTO. Predict which catalyst facilitates the given reaction. (1) Reactant: [O:1]=[C:2]1[CH2:7][CH2:6][CH:5]([C:8]([O:10]CC)=[O:9])[CH2:4][CH2:3]1.[OH-].[K+].Cl. Product: [O:1]=[C:2]1[CH2:7][CH2:6][CH:5]([C:8]([OH:10])=[O:9])[CH2:4][CH2:3]1. The catalyst class is: 5. (2) Reactant: [Si]([O:8][CH2:9][CH2:10][C:11]1[CH:12]=[CH:13][C:14]([O:55][CH3:56])=[C:15]([C:17]2([N:44]3[CH2:53][C@H:52]([OH:54])[CH2:51][C@H:45]3[C:46]([N:48]([CH3:50])[CH3:49])=[O:47])[C:25]3[C:20](=[CH:21][CH:22]=[C:23]([Cl:26])[CH:24]=3)[N:19]([S:27]([C:30]3[CH:35]=[CH:34][C:33]([O:36][CH3:37])=[CH:32][C:31]=3[O:38][C:39]([F:42])([F:41])[F:40])(=[O:29])=[O:28])[C:18]2=[O:43])[CH:16]=1)(C(C)(C)C)(C)C.CCCC[N+](CCCC)(CCCC)CCCC.[F-].C1COCC1.O. Product: [Cl:26][C:23]1[CH:24]=[C:25]2[C:20](=[CH:21][CH:22]=1)[N:19]([S:27]([C:30]1[CH:35]=[CH:34][C:33]([O:36][CH3:37])=[CH:32][C:31]=1[O:38][C:39]([F:40])([F:42])[F:41])(=[O:28])=[O:29])[C:18](=[O:43])[C:17]2([N:44]1[CH2:53][C@H:52]([OH:54])[CH2:51][C@H:45]1[C:46]([N:48]([CH3:49])[CH3:50])=[O:47])[C:15]1[CH:16]=[C:11]([CH2:10][CH2:9][OH:8])[CH:12]=[CH:13][C:14]=1[O:55][CH3:56]. The catalyst class is: 1. (3) Reactant: [Si:1]([O:8][C:9]1[CH:14]=[CH:13][C:12](B(O)O)=[C:11]([CH3:18])[CH:10]=1)([C:4]([CH3:7])([CH3:6])[CH3:5])([CH3:3])[CH3:2].Br[C:20]1[C:21]([CH3:36])=[C:22]([CH:33]=[CH:34][CH:35]=1)[CH2:23][O:24][C:25]1[CH:32]=[CH:31][C:28]([CH:29]=[O:30])=[CH:27][N:26]=1.C1(P(C2CCCCC2)C2C=CC=CC=2C2C(OC)=CC=CC=2OC)CCCCC1.P([O-])([O-])([O-])=O.[K+].[K+].[K+]. Product: [Si:1]([O:8][C:9]1[CH:14]=[CH:13][C:12]([C:20]2[CH:35]=[CH:34][CH:33]=[C:22]([CH2:23][O:24][C:25]3[CH:32]=[CH:31][C:28]([CH:29]=[O:30])=[CH:27][N:26]=3)[C:21]=2[CH3:36])=[C:11]([CH3:18])[CH:10]=1)([C:4]([CH3:7])([CH3:6])[CH3:5])([CH3:3])[CH3:2]. The catalyst class is: 706. (4) Reactant: C[N:2]1[CH2:7]COCC1.ClC(OCC)=[O:10].[C:14]([CH2:16][CH2:17][O:18][C:19]([CH2:21][C:22]1([CH2:28]C(O)=O)[CH2:27][CH2:26][CH2:25][CH2:24][CH2:23]1)=[O:20])#[N:15].[N-]=[N+]=[N-].[Na+]. Product: [N:2]([CH2:28][C:22]1([CH2:21][C:19]([O:18][CH2:17][CH2:16][C:14]#[N:15])=[O:20])[CH2:23][CH2:24][CH2:25][CH2:26][CH2:27]1)=[C:7]=[O:10]. The catalyst class is: 1. (5) Reactant: [CH:1]1([S:4]([NH:7][C:8](=[O:14])[O:9][C:10]([CH3:13])([CH3:12])[CH3:11])(=[O:6])=[O:5])[CH2:3][CH2:2]1.[Li][CH2:16]CCC.CI. Product: [CH3:16][C:1]1([S:4]([NH:7][C:8](=[O:14])[O:9][C:10]([CH3:11])([CH3:13])[CH3:12])(=[O:6])=[O:5])[CH2:2][CH2:3]1. The catalyst class is: 1. (6) Reactant: [CH:1]1([CH2:4][N:5]2[C:9]3[N:10]=[CH:11][N:12]=[C:13]([NH2:14])[C:8]=3[C:7](I)=[CH:6]2)[CH2:3][CH2:2]1.[C:16]1([C:22]2[CH:31]=[CH:30][C:29]3[C:24](=[CH:25][C:26](B4OC(C)(C)C(C)(C)C4)=[CH:27][CH:28]=3)[N:23]=2)[CH:21]=[CH:20][CH:19]=[CH:18][CH:17]=1.C([O-])([O-])=O.[Na+].[Na+].O. Product: [CH:1]1([CH2:4][N:5]2[C:9]3[N:10]=[CH:11][N:12]=[C:13]([NH2:14])[C:8]=3[C:7]([C:26]3[CH:25]=[C:24]4[C:29]([CH:30]=[CH:31][C:22]([C:16]5[CH:21]=[CH:20][CH:19]=[CH:18][CH:17]=5)=[N:23]4)=[CH:28][CH:27]=3)=[CH:6]2)[CH2:3][CH2:2]1. The catalyst class is: 128. (7) Reactant: [Cl:1][C:2]1[N:6]([CH3:7])[N:5]=[CH:4][C:3]=1/[CH:8]=[N:9]/[S@:10]([C:12]([CH3:15])([CH3:14])[CH3:13])=[O:11].[CH3:16][Mg]Br.[Cl-].[NH4+]. Product: [Cl:1][C:2]1[N:6]([CH3:7])[N:5]=[CH:4][C:3]=1[C@H:8]([NH:9][S@:10]([C:12]([CH3:15])([CH3:14])[CH3:13])=[O:11])[CH3:16]. The catalyst class is: 1.